This data is from Reaction yield outcomes from USPTO patents with 853,638 reactions. The task is: Predict the reaction yield, written as a fraction of the theoretical maximum amount of product (1.0 means a 100% yield; for example, 0.34 means a 34% yield). The reactants are Cl.[Cl:2][C:3]1[CH:4]=[C:5]2[C:9](=[CH:10][CH:11]=1)[NH:8][CH:7]=[C:6]2[CH2:12][CH2:13][NH2:14].C1CN([P+](ON2N=NC3C=CC=CC2=3)(N2CCCC2)N2CCCC2)CC1.F[P-](F)(F)(F)(F)F.C(N(CC)C(C)C)(C)C.[O:57]=[C:58]1[CH:62]([C:63](O)=[O:64])[CH2:61][CH2:60][N:59]1[C:66]1[CH:71]=[CH:70][C:69]([C:72]([F:75])([F:74])[F:73])=[CH:68][CH:67]=1. The catalyst is CN(C=O)C. The product is [Cl:2][C:3]1[CH:4]=[C:5]2[C:9](=[CH:10][CH:11]=1)[NH:8][CH:7]=[C:6]2[CH2:12][CH2:13][NH:14][C:63]([CH:62]1[CH2:61][CH2:60][N:59]([C:66]2[CH:67]=[CH:68][C:69]([C:72]([F:75])([F:73])[F:74])=[CH:70][CH:71]=2)[C:58]1=[O:57])=[O:64]. The yield is 0.0700.